Dataset: Forward reaction prediction with 1.9M reactions from USPTO patents (1976-2016). Task: Predict the product of the given reaction. (1) Given the reactants [Br:1]P(Br)Br.O[CH:6]([C:8]1[CH:9]=[C:10]([C:25]([O:27][CH3:28])=[O:26])[CH:11]=[C:12]2[C:17]=1[O:16][C:15]([N:18]1[CH2:23][CH2:22][O:21][CH2:20][CH2:19]1)=[CH:14][C:13]2=[O:24])[CH3:7], predict the reaction product. The product is: [Br:1][CH:6]([C:8]1[CH:9]=[C:10]([C:25]([O:27][CH3:28])=[O:26])[CH:11]=[C:12]2[C:17]=1[O:16][C:15]([N:18]1[CH2:23][CH2:22][O:21][CH2:20][CH2:19]1)=[CH:14][C:13]2=[O:24])[CH3:7]. (2) Given the reactants [Cl:1][C:2]1[C:3]([NH:15][CH2:16][CH:17]2[CH2:22][CH2:21][N:20](C(OCC3C=CC=CC=3)=O)[CH2:19][CH2:18]2)=[CH:4][C:5]([NH:8]C(=O)C(C)(C)C)=[N:6][CH:7]=1, predict the reaction product. The product is: [Cl:1][C:2]1[C:3]([NH:15][CH2:16][CH:17]2[CH2:18][CH2:19][NH:20][CH2:21][CH2:22]2)=[CH:4][C:5]([NH2:8])=[N:6][CH:7]=1. (3) Given the reactants [C:1]([O:5][C:6]([N:8]1[CH2:13][CH2:12][O:11][C@@H:10]([C:14]2[CH:19]=[CH:18][C:17]([NH2:20])=[C:16]([F:21])[CH:15]=2)[CH2:9]1)=[O:7])([CH3:4])([CH3:3])[CH3:2].[C:22]([C:24]1[CH:29]=[CH:28][N:27]=[C:26]([C:30](O)=[O:31])[CH:25]=1)#[N:23].CN(C(ON1N=NC2C=CC=CC1=2)=[N+](C)C)C.F[P-](F)(F)(F)(F)F.CN1CCOCC1, predict the reaction product. The product is: [C:1]([O:5][C:6]([N:8]1[CH2:13][CH2:12][O:11][C@@H:10]([C:14]2[CH:19]=[CH:18][C:17]([NH:20][C:30]([C:26]3[CH:25]=[C:24]([C:22]#[N:23])[CH:29]=[CH:28][N:27]=3)=[O:31])=[C:16]([F:21])[CH:15]=2)[CH2:9]1)=[O:7])([CH3:4])([CH3:2])[CH3:3]. (4) Given the reactants Br[C:2]1[N:7]=[CH:6][C:5]2[N:8]=[C:9]([C:14]([N:16]3[CH2:21][CH2:20][N:19]([CH3:22])[CH2:18][CH2:17]3)=[O:15])[N:10]([CH:11]([CH3:13])[CH3:12])[C:4]=2[CH:3]=1.C1(P(C2C=CC=CC=2)C2C3OC4C(=CC=CC=4P(C4C=CC=CC=4)C4C=CC=CC=4)C(C)(C)C=3C=CC=2)C=CC=CC=1.[CH3:65][O:66][CH:67]1[CH2:72][CH2:71][N:70]([C:73]2[N:78]=[C:77]([NH2:79])[CH:76]=[CH:75][N:74]=2)[CH2:69][CH2:68]1.C(=O)([O-])[O-].[Cs+].[Cs+], predict the reaction product. The product is: [CH:11]([N:10]1[C:4]2[CH:3]=[C:2]([NH:79][C:77]3[CH:76]=[CH:75][N:74]=[C:73]([N:70]4[CH2:69][CH2:68][CH:67]([O:66][CH3:65])[CH2:72][CH2:71]4)[N:78]=3)[N:7]=[CH:6][C:5]=2[N:8]=[C:9]1[C:14]([N:16]1[CH2:21][CH2:20][N:19]([CH3:22])[CH2:18][CH2:17]1)=[O:15])([CH3:13])[CH3:12]. (5) Given the reactants [N:1]1[C:9]2[CH:8]=[CH:7][N:6]=[CH:5][C:4]=2[N:3]([C:10]2[S:14][C:13]([C:15]([O:17]C)=O)=[C:12]([O:19][CH2:20][C:21]3[CH:26]=[CH:25][CH:24]=[CH:23][C:22]=3[O:27][C:28]([F:31])([F:30])[F:29])[CH:11]=2)[CH:2]=1.[NH3:32], predict the reaction product. The product is: [N:1]1[C:9]2[CH:8]=[CH:7][N:6]=[CH:5][C:4]=2[N:3]([C:10]2[S:14][C:13]([C:15]([NH2:32])=[O:17])=[C:12]([O:19][CH2:20][C:21]3[CH:26]=[CH:25][CH:24]=[CH:23][C:22]=3[O:27][C:28]([F:30])([F:29])[F:31])[CH:11]=2)[CH:2]=1. (6) Given the reactants [Br:1][C:2]1[CH:7]=[CH:6][N:5]=[CH:4][C:3]=1[CH:8]=[O:9].[C:10]1([CH2:16][CH2:17][CH2:18][Mg]Br)[CH:15]=[CH:14][CH:13]=[CH:12][CH:11]=1, predict the reaction product. The product is: [Br:1][C:2]1[CH:7]=[CH:6][N:5]=[CH:4][C:3]=1[CH:8]([OH:9])[CH2:18][CH2:17][CH2:16][C:10]1[CH:15]=[CH:14][CH:13]=[CH:12][CH:11]=1. (7) Given the reactants [CH:1]1([NH:6][C:7]([C:9]2[O:13][N:12]=[C:11]([C:14]3[CH:19]=[CH:18][C:17]([C:20]([F:23])([F:22])[F:21])=[C:16]([F:24])[CH:15]=3)[C:10]=2[CH2:25]O)=[O:8])[CH2:5][CH2:4][CH2:3][CH2:2]1.C(N(C(C)C)CC)(C)C.CS([Cl:40])(=O)=O.O, predict the reaction product. The product is: [Cl:40][CH2:25][C:10]1[C:11]([C:14]2[CH:19]=[CH:18][C:17]([C:20]([F:23])([F:22])[F:21])=[C:16]([F:24])[CH:15]=2)=[N:12][O:13][C:9]=1[C:7]([NH:6][CH:1]1[CH2:5][CH2:4][CH2:3][CH2:2]1)=[O:8]. (8) Given the reactants Cl[C:2]1C=CC(S(N2C(=O)/C(=C/C3C=C(Cl)C=CC=3OC)/CNC(=O)C2)(=O)=O)=CC=1C(OC)=O.ClC1C=CC(S(N2C(=O)/C(=C/C3C=C(Cl)C=CC=3OC)/CNC(=O)C2)(=O)=O)=CC=1C(O)=O.[Cl:66][C:67]1[CH:68]=[CH:69][C:70]([O:96][CH3:97])=[C:71]([CH:95]=1)[CH2:72][CH:73]1[C:79](=[O:80])[N:78]([S:81]([C:84]2[CH:92]=[CH:91][C:87]([C:88]([OH:90])=[O:89])=[C:86]([OH:93])[CH:85]=2)(=[O:83])=[O:82])[CH2:77][C:76](=[O:94])[NH:75][CH2:74]1, predict the reaction product. The product is: [Cl:66][C:67]1[CH:68]=[CH:69][C:70]([O:96][CH3:97])=[C:71]([CH:95]=1)[CH2:72][CH:73]1[C:79](=[O:80])[N:78]([S:81]([C:84]2[CH:92]=[CH:91][C:87]([C:88]([O:90][CH3:2])=[O:89])=[C:86]([OH:93])[CH:85]=2)(=[O:83])=[O:82])[CH2:77][C:76](=[O:94])[NH:75][CH2:74]1. (9) The product is: [NH2:61][C@H:36]([C:37]1[N:38]=[C:39]([C:55]#[C:56][C:57]([CH3:59])([OH:60])[CH3:58])[CH:40]=[CH:41][C:42]=1[C:43]1[CH:44]=[CH:45][CH:46]=[C:47]2[C:51]=1[N:50]([CH3:52])[N:49]=[C:48]2[NH:53][CH3:54])[CH2:35][C:30]1[CH:31]=[C:32]([F:34])[CH:33]=[C:28]([F:27])[CH:29]=1. Given the reactants BrC1C([C@@H](NC(=O)OC(C)(C)C)CC2C=C(F)C=C(F)C=2)=NC(Br)=CC=1.[F:27][C:28]1[CH:29]=[C:30]([CH2:35][C@H:36]([NH:61]C(=O)OC(C)(C)C)[C:37]2[C:42]([C:43]3[CH:44]=[CH:45][CH:46]=[C:47]4[C:51]=3[N:50]([CH3:52])[N:49]=[C:48]4[NH:53][CH3:54])=[CH:41][CH:40]=[C:39]([C:55]#[C:56][C:57]([OH:60])([CH3:59])[CH3:58])[N:38]=2)[CH:31]=[C:32]([F:34])[CH:33]=1, predict the reaction product. (10) Given the reactants F[C:2]1[CH:7]=[CH:6][C:5]([C:8]([F:11])([F:10])[F:9])=[CH:4][C:3]=1[N+:12]([O-:14])=[O:13].[NH2:15][CH:16]1[CH2:21][CH2:20][O:19][CH2:18][CH2:17]1, predict the reaction product. The product is: [O:19]1[CH2:20][CH2:21][CH:16]([NH:15][C:2]2[CH:7]=[CH:6][C:5]([C:8]([F:11])([F:10])[F:9])=[CH:4][C:3]=2[N+:12]([O-:14])=[O:13])[CH2:17][CH2:18]1.